Predict which catalyst facilitates the given reaction. From a dataset of Catalyst prediction with 721,799 reactions and 888 catalyst types from USPTO. Reactant: [N:1]1[CH:6]=[CH:5][CH:4]=[CH:3][C:2]=1[CH2:7][CH2:8]O.P(Br)(Br)[Br:11].C(=O)(O)[O-]. Product: [Br:11][CH2:8][CH2:7][C:2]1[CH:3]=[CH:4][CH:5]=[CH:6][N:1]=1. The catalyst class is: 27.